Dataset: Catalyst prediction with 721,799 reactions and 888 catalyst types from USPTO. Task: Predict which catalyst facilitates the given reaction. (1) Reactant: [Cl:1][C:2]1[CH:11]=[C:10]2[C:5]([C:6]([C:28]3[CH:33]=[CH:32][CH:31]=[CH:30][CH:29]=3)=[C:7]([CH2:13][C:14]([NH:16][C:17]3[CH:22]=[CH:21][C:20]([Cl:23])=[CH:19][C:18]=3[C:24]([F:27])([F:26])[F:25])=[O:15])[C:8](=[O:12])[O:9]2)=[CH:4][C:3]=1[O:34]C.B(Br)(Br)Br.C(Cl)Cl.Cl. Product: [Cl:1][C:2]1[CH:11]=[C:10]2[C:5]([C:6]([C:28]3[CH:33]=[CH:32][CH:31]=[CH:30][CH:29]=3)=[C:7]([CH2:13][C:14]([NH:16][C:17]3[CH:22]=[CH:21][C:20]([Cl:23])=[CH:19][C:18]=3[C:24]([F:26])([F:25])[F:27])=[O:15])[C:8](=[O:12])[O:9]2)=[CH:4][C:3]=1[OH:34]. The catalyst class is: 2. (2) Reactant: Cl[CH:2]([C:14]1[CH:19]=[CH:18][CH:17]=[CH:16][CH:15]=1)[C:3]([C:5]1[C:13]2[C:8](=[CH:9][CH:10]=[CH:11][CH:12]=2)[NH:7][CH:6]=1)=[O:4].[NH2:20][C:21]1[CH:22]=[C:23]([CH:26]=[CH:27][CH:28]=1)[C:24]#[N:25].CCN(C(C)C)C(C)C. Product: [NH:7]1[C:8]2[C:13](=[CH:12][CH:11]=[CH:10][CH:9]=2)[C:5]([C:3](=[O:4])[CH:2]([NH:20][C:21]2[CH:22]=[C:23]([CH:26]=[CH:27][CH:28]=2)[C:24]#[N:25])[C:14]2[CH:19]=[CH:18][CH:17]=[CH:16][CH:15]=2)=[CH:6]1. The catalyst class is: 10.